This data is from Full USPTO retrosynthesis dataset with 1.9M reactions from patents (1976-2016). The task is: Predict the reactants needed to synthesize the given product. (1) Given the product [CH2:33]([N:30]1[CH2:31][CH2:32][N:27]([S:24]([C:7]2[CH:8]=[C:9]([C:10]3[NH:11][C:12](=[O:23])[C:13]4[N:18]([CH3:19])[N:17]=[C:16]([CH2:20][CH2:21][CH3:22])[C:14]=4[N:15]=3)[C:4]([O:3][CH2:1][CH2:2][O:46][CH3:45])=[N:5][CH:6]=2)(=[O:26])=[O:25])[CH2:28][CH2:29]1)[CH3:34], predict the reactants needed to synthesize it. The reactants are: [CH2:1]([O:3][C:4]1[C:9]([C:10]2[NH:11][C:12](=[O:23])[C:13]3[N:18]([CH3:19])[N:17]=[C:16]([CH2:20][CH2:21][CH3:22])[C:14]=3[N:15]=2)=[CH:8][C:7]([S:24]([N:27]2[CH2:32][CH2:31][N:30]([CH2:33][CH3:34])[CH2:29][CH2:28]2)(=[O:26])=[O:25])=[CH:6][N:5]=1)[CH3:2].C[Si]([N-][Si](C)(C)C)(C)C.[K+].[CH3:45][O:46]CCO. (2) Given the product [CH3:1][O:2][C:3]1[CH:18]=[C:17]([O:19][CH3:20])[CH:16]=[CH:15][C:4]=1[CH2:5][N:6]1[CH2:11][CH2:10][CH2:9][C:8]([F:36])([F:12])[S:7]1(=[O:14])=[O:13], predict the reactants needed to synthesize it. The reactants are: [CH3:1][O:2][C:3]1[CH:18]=[C:17]([O:19][CH3:20])[CH:16]=[CH:15][C:4]=1[CH2:5][N:6]1[CH2:11][CH2:10][CH2:9][CH:8]([F:12])[S:7]1(=[O:14])=[O:13].C([Li])CCC.C1C=CC(S(N(S(C2C=CC=CC=2)(=O)=O)[F:36])(=O)=O)=CC=1.[Cl-].[NH4+]. (3) Given the product [NH2:29][C:25]1[N:24]=[CH:23][C:22]([C:19]2[CH:20]=[CH:21][C:16]([C:15]([N:11]3[CH2:12][CH:13]([CH3:14])[NH:8][CH:9]([CH3:31])[CH2:10]3)=[O:30])=[CH:17][CH:18]=2)=[CH:27][C:26]=1[O:28][CH:33]([C:35]1[CH:40]=[CH:39][CH:38]=[C:37]([C:41]([F:42])([F:43])[F:44])[CH:36]=1)[CH3:34], predict the reactants needed to synthesize it. The reactants are: C(OC([N:8]1[CH:13]([CH3:14])[CH2:12][N:11]([C:15](=[O:30])[C:16]2[CH:21]=[CH:20][C:19]([C:22]3[CH:23]=[N:24][C:25]([NH2:29])=[C:26]([OH:28])[CH:27]=3)=[CH:18][CH:17]=2)[CH2:10][CH:9]1[CH3:31])=O)(C)(C)C.Br[CH:33]([C:35]1[CH:40]=[CH:39][CH:38]=[C:37]([C:41]([F:44])([F:43])[F:42])[CH:36]=1)[CH3:34].[H-].[Na+]. (4) The reactants are: [C:43]([C:34]1C=[C:36]([C:39](C)(C)[CH3:42])[CH:37]=[CH:38][C:33]=1OP(O[C:33]1[CH:38]=[CH:37][C:36]([C:39]([CH3:42])(C)C)=C[C:34]=1[C:43]([CH3:46])(C)C)O[C:37]1[CH:38]=[CH:33][C:34]([C:43](C)(C)[CH3:46])=C[C:36]=1[C:39](C)(C)[CH3:42])(C)(C)[CH3:46].[CH3:47][CH2:48][CH2:49]CCCC. Given the product [CH:34]1[CH2:33][CH2:38][CH2:37][CH2:36][CH2:39][CH2:42][CH:47]=[CH:48][CH:49]=[CH:46][CH:43]=1, predict the reactants needed to synthesize it. (5) Given the product [CH3:23][O:24]/[N:25]=[C:6]1/[C:2]([CH3:16])([CH3:1])[N:3]([C:8]([C:10]2[CH:15]=[CH:14][CH:13]=[CH:12][CH:11]=2)=[O:9])[CH2:4][CH2:5]/1, predict the reactants needed to synthesize it. The reactants are: [CH3:1][C:2]1([CH3:16])[C:6](=O)[CH2:5][CH2:4][N:3]1[C:8]([C:10]1[CH:15]=[CH:14][CH:13]=[CH:12][CH:11]=1)=[O:9].C([O-])(=O)C.[Na+].Cl.[CH3:23][O:24][NH2:25].